Dataset: Peptide-MHC class II binding affinity with 134,281 pairs from IEDB. Task: Regression. Given a peptide amino acid sequence and an MHC pseudo amino acid sequence, predict their binding affinity value. This is MHC class II binding data. (1) The peptide sequence is VAILKRQAEPSLYGR. The binding affinity (normalized) is 0.752. The MHC is DRB1_0101 with pseudo-sequence DRB1_0101. (2) The peptide sequence is SINMLKRVRNRVSTG. The MHC is DRB1_0802 with pseudo-sequence DRB1_0802. The binding affinity (normalized) is 0.812.